Dataset: Forward reaction prediction with 1.9M reactions from USPTO patents (1976-2016). Task: Predict the product of the given reaction. (1) The product is: [Br:19][CH2:20][C:21]([O:18][CH2:17][C:1]1[C:14]2[C:15]3=[C:16]4[C:11](=[CH:12][CH:13]=2)[CH:10]=[CH:9][CH:8]=[C:7]4[CH:6]=[CH:5][C:4]3=[CH:3][CH:2]=1)=[O:22]. Given the reactants [C:1]1([CH2:17][OH:18])[C:14]2[C:15]3=[C:16]4[C:11](=[CH:12][CH:13]=2)[CH:10]=[CH:9][CH:8]=[C:7]4[CH:6]=[CH:5][C:4]3=[CH:3][CH:2]=1.[Br:19][CH2:20][C:21](Br)=[O:22], predict the reaction product. (2) The product is: [C@@H:11]1([N:34]2[C:38]3=[CH:39][N:40]=[N:41][C:42](=[O:43])[C:37]3=[N:36][CH2:35]2)[O:12][C@H:13]([CH2:24][OH:25])[C@@H:14]([OH:15])[C@H:10]1[OH:9]. Given the reactants C([O:9][C@@H:10]1[C@H:14]([O:15]C(=O)C2C=CC=CC=2)[C@@H:13]([CH2:24][O:25]C(=O)C2C=CC=CC=2)[O:12][C@H:11]1[N:34]1[C:38]2=[CH:39][N:40]=[N:41][C:42](=[O:43])[C:37]2=[N:36][CH2:35]1)(=O)C1C=CC=CC=1.C[O-].[Na+], predict the reaction product. (3) The product is: [CH3:1][CH:2]1[CH2:11][C:6]2([CH2:7][CH2:8][CH2:9][CH2:10]2)[O:5][CH2:4][CH2:3]1. Given the reactants [CH3:1][C:2]1[CH2:11][C:6]2([CH2:10][CH2:9][CH2:8][CH2:7]2)[O:5][CH2:4][CH:3]=1.[H][H], predict the reaction product. (4) Given the reactants Cl[C:2]1[N:3]=[C:4]([CH3:19])[C:5]([C:13]2[CH:18]=[CH:17][CH:16]=[CH:15][CH:14]=2)=[C:6]2[CH2:11][CH2:10][O:9][C:8](=[O:12])[C:7]=12.C([O-])(=O)C.[Na+].[H][H], predict the reaction product. The product is: [CH3:19][C:4]1[C:5]([C:13]2[CH:18]=[CH:17][CH:16]=[CH:15][CH:14]=2)=[C:6]2[CH2:11][CH2:10][O:9][C:8](=[O:12])[C:7]2=[CH:2][N:3]=1. (5) The product is: [NH2:11][C:12]1[C:13]([F:32])=[CH:14][C:15]([F:31])=[C:16]([CH:18]2[CH2:23][CH2:22][N:21]([C:24]([O:26][C:27]([CH3:28])([CH3:30])[CH3:29])=[O:25])[CH2:20][CH2:19]2)[CH:17]=1. Given the reactants C(OC([NH:11][C:12]1[C:13]([F:32])=[CH:14][C:15]([F:31])=[C:16]([C:18]2[CH2:19][CH2:20][N:21]([C:24]([O:26][C:27]([CH3:30])([CH3:29])[CH3:28])=[O:25])[CH2:22][CH:23]=2)[CH:17]=1)=O)C1C=CC=CC=1.[H][H], predict the reaction product.